This data is from Full USPTO retrosynthesis dataset with 1.9M reactions from patents (1976-2016). The task is: Predict the reactants needed to synthesize the given product. (1) Given the product [C:12]([C:10]1[CH:11]=[C:7]([NH:6][C:5]([NH:48][C@@H:41]2[C:42]3[C:47](=[CH:46][CH:45]=[CH:44][CH:43]=3)[C@H:38]([O:37][C:34]3[CH:35]=[CH:36][C:31]4[N:32]([C:28]([CH:22]5[CH2:27][CH2:26][CH2:25][CH2:24][CH2:23]5)=[N:29][N:30]=4)[CH:33]=3)[CH2:39][CH2:40]2)=[O:19])[N:8]([CH2:16][CH2:17][OH:18])[N:9]=1)([CH3:13])([CH3:14])[CH3:15], predict the reactants needed to synthesize it. The reactants are: ClC(Cl)(Cl)CO[C:5](=[O:19])[NH:6][C:7]1[N:8]([CH2:16][CH2:17][OH:18])[N:9]=[C:10]([C:12]([CH3:15])([CH3:14])[CH3:13])[CH:11]=1.[CH:22]1([C:28]2[N:32]3[CH:33]=[C:34]([O:37][C@H:38]4[C:47]5[C:42](=[CH:43][CH:44]=[CH:45][CH:46]=5)[C@@H:41]([NH2:48])[CH2:40][CH2:39]4)[CH:35]=[CH:36][C:31]3=[N:30][N:29]=2)[CH2:27][CH2:26][CH2:25][CH2:24][CH2:23]1.CCN(C(C)C)C(C)C.CO. (2) Given the product [CH2:1]([O:3][C:4](=[O:28])[CH2:5][C@H:6]([NH:20][C:21](=[O:22])[CH2:37][CH2:38][C:39]([OH:41])=[O:40])[CH2:7][C:8]1[CH:9]=[CH:10][C:11]([C:14]2[CH:15]=[CH:16][CH:17]=[CH:18][CH:19]=2)=[CH:12][CH:13]=1)[CH3:2], predict the reactants needed to synthesize it. The reactants are: [CH2:1]([O:3][C:4](=[O:28])[CH2:5][C@H:6]([NH:20][C:21](OC(C)(C)C)=[O:22])[CH2:7][C:8]1[CH:13]=[CH:12][C:11]([C:14]2[CH:19]=[CH:18][CH:17]=[CH:16][CH:15]=2)=[CH:10][CH:9]=1)[CH3:2].C(O)(C(F)(F)F)=O.C1(=O)[O:41][C:39](=[O:40])[CH2:38][CH2:37]1. (3) The reactants are: Cl[CH2:2][C:3]([NH:5][C@H:6]([C:9]1[CH:14]=[CH:13][CH:12]=[CH:11][CH:10]=1)[CH2:7][OH:8])=[O:4].[H-].[Na+].[NH4+].[Cl-]. Given the product [C:9]1([C@H:6]2[NH:5][C:3](=[O:4])[CH2:2][O:8][CH2:7]2)[CH:14]=[CH:13][CH:12]=[CH:11][CH:10]=1, predict the reactants needed to synthesize it. (4) Given the product [Cl:1][C:2]1[CH:3]=[C:4]2[C:8](=[CH:9][CH:10]=1)[N:7]([CH2:17][C:18]1[O:22][C:21]([C:23]([O:25][CH2:26][CH3:27])=[O:24])=[CH:20][CH:19]=1)[C:6]([CH:11]([CH3:13])[CH3:12])=[CH:5]2, predict the reactants needed to synthesize it. The reactants are: [Cl:1][C:2]1[CH:3]=[C:4]2[C:8](=[CH:9][CH:10]=1)[NH:7][C:6]([CH:11]([CH3:13])[CH3:12])=[CH:5]2.[H-].[Na+].Cl[CH2:17][C:18]1[O:22][C:21]([C:23]([O:25][CH2:26][CH3:27])=[O:24])=[CH:20][CH:19]=1.[Cl-].[NH4+].